From a dataset of Forward reaction prediction with 1.9M reactions from USPTO patents (1976-2016). Predict the product of the given reaction. (1) Given the reactants [CH2:1]([O:8][C:9]1[CH:10]=[CH:11][C:12]([CH3:15])=[N:13][CH:14]=1)[C:2]1[CH:7]=[CH:6][CH:5]=[CH:4][CH:3]=1.ClC1C=C(C=CC=1)C(OO)=[O:21].S([O-])([O-])(=O)=S.[Na+].[Na+], predict the reaction product. The product is: [CH2:1]([O:8][C:9]1[CH:10]=[CH:11][C:12]([CH3:15])=[N+:13]([O-:21])[CH:14]=1)[C:2]1[CH:3]=[CH:4][CH:5]=[CH:6][CH:7]=1. (2) Given the reactants [Cl:1][C:2]1[C:7]([C:8]#[N:9])=[C:6]([Cl:10])[N:5]=[C:4]([NH:11]C(=O)OC(C)(C)C)[CH:3]=1.C(O)(C(F)(F)F)=O, predict the reaction product. The product is: [NH2:11][C:4]1[CH:3]=[C:2]([Cl:1])[C:7]([C:8]#[N:9])=[C:6]([Cl:10])[N:5]=1. (3) Given the reactants [Cl:1][C:2]1[C:3]2[N:4]([C:8](I)=[C:9]([C:11]3[CH:16]=[CH:15][C:14]([F:17])=[CH:13][CH:12]=3)[N:10]=2)[CH:5]=[CH:6][CH:7]=1.[F:19][C:20]1[CH:25]=[C:24](B(O)O)[CH:23]=[CH:22][N:21]=1.C(=O)([O-])[O-].[Na+].[Na+].O, predict the reaction product. The product is: [Cl:1][C:2]1[C:3]2[N:4]([C:8]([C:24]3[CH:23]=[CH:22][N:21]=[C:20]([F:19])[CH:25]=3)=[C:9]([C:11]3[CH:16]=[CH:15][C:14]([F:17])=[CH:13][CH:12]=3)[N:10]=2)[CH:5]=[CH:6][CH:7]=1. (4) Given the reactants [F:1][C:2]1[C:3]([NH:22][C:23]2[CH:28]=[CH:27][C:26]([I:29])=[CH:25][C:24]=2[F:30])=[C:4]([CH:12]=[C:13](/[CH:16]=[N:17]/[O:18][CH2:19][CH2:20][OH:21])[C:14]=1[F:15])[C:5]([NH:7][O:8][CH2:9][CH2:10][OH:11])=[O:6].FC(F)(F)C(O)=O.C([BH3-])#N.[Na+].O, predict the reaction product. The product is: [F:1][C:2]1[C:3]([NH:22][C:23]2[CH:28]=[CH:27][C:26]([I:29])=[CH:25][C:24]=2[F:30])=[C:4]([CH:12]=[C:13]([CH2:16][NH:17][O:18][CH2:19][CH2:20][OH:21])[C:14]=1[F:15])[C:5]([NH:7][O:8][CH2:9][CH2:10][OH:11])=[O:6]. (5) Given the reactants Cl.Cl[CH2:3][CH2:4][N:5]1[CH2:10][CH2:9][C:8]([CH2:16][CH2:17][CH2:18][C:19]2[C:28]3[C:23](=[CH:24][CH:25]=[CH:26][CH:27]=3)[N:22]=[CH:21][C:20]=2[F:29])([C:11]([O:13][CH2:14][CH3:15])=[O:12])[CH2:7][CH2:6]1.[S:30]1[CH:34]=[CH:33][CH:32]=[C:31]1[SH:35].C(=O)([O-])[O-].[K+].[K+].[I-].[K+], predict the reaction product. The product is: [F:29][C:20]1[CH:21]=[N:22][C:23]2[C:28]([C:19]=1[CH2:18][CH2:17][CH2:16][C:8]1([C:11]([O:13][CH2:14][CH3:15])=[O:12])[CH2:9][CH2:10][N:5]([CH2:4][CH2:3][S:35][C:31]3[S:30][CH:34]=[CH:33][CH:32]=3)[CH2:6][CH2:7]1)=[CH:27][CH:26]=[CH:25][CH:24]=2. (6) Given the reactants [CH3:1][S:2]([CH2:5][N:6]1[C:14]2[CH:13]=[C:12]([C:15]([O:17]C(C)(C)C)=[O:16])[N:11]=[CH:10][C:9]=2[CH:8]=[CH:7]1)(=[O:4])=[O:3], predict the reaction product. The product is: [CH3:1][S:2]([CH2:5][N:6]1[C:14]2[CH:13]=[C:12]([C:15]([OH:17])=[O:16])[N:11]=[CH:10][C:9]=2[CH:8]=[CH:7]1)(=[O:3])=[O:4]. (7) The product is: [F:19][C:17]([F:18])([F:20])[O:16][CH2:15][CH2:14][N:7]1[C:8]2[C:13](=[CH:12][CH:11]=[CH:10][CH:9]=2)[C:5]([C:3]([OH:4])=[O:2])=[CH:6]1. Given the reactants C[O:2][C:3]([C:5]1[C:13]2[C:8](=[CH:9][CH:10]=[CH:11][CH:12]=2)[N:7]([CH2:14][CH2:15][O:16][C:17]([F:20])([F:19])[F:18])[CH:6]=1)=[O:4], predict the reaction product. (8) Given the reactants CCN(CC)CC.[CH3:8][S:9](Cl)(=[O:11])=[O:10].[CH3:13][O:14][C:15]([C:17]1[CH:27]=[C:26]([O:28][CH:29]2[CH2:32][NH:31][CH2:30]2)[C:20]2[CH2:21][C:22]([CH3:25])([CH3:24])[O:23][C:19]=2[CH:18]=1)=[O:16], predict the reaction product. The product is: [CH3:13][O:14][C:15]([C:17]1[CH:27]=[C:26]([O:28][CH:29]2[CH2:30][N:31]([S:9]([CH3:8])(=[O:11])=[O:10])[CH2:32]2)[C:20]2[CH2:21][C:22]([CH3:25])([CH3:24])[O:23][C:19]=2[CH:18]=1)=[O:16]. (9) Given the reactants [F:1][C:2]1[CH:23]=[CH:22][CH:21]=[C:20]([F:24])[C:3]=1[CH2:4][O:5][C:6]1[C:7]2[N:8]([C:13]([C:17]([OH:19])=[O:18])=[C:14]([CH3:16])[N:15]=2)[CH:9]=[C:10]([CH3:12])[CH:11]=1.CN(C(ON1N=NC2C=CC=NC1=2)=[N+](C)C)C.F[P-](F)(F)(F)(F)F.CN1CCOCC1.Cl.Cl.[CH3:58][C:59]1[S:60][CH:61]=[C:62]([CH:64]([NH2:67])[CH2:65][NH2:66])[N:63]=1, predict the reaction product. The product is: [CH:17]([OH:19])=[O:18].[CH:17]([OH:19])=[O:18].[CH:17]([OH:19])=[O:18].[NH2:67][CH:64]([C:62]1[N:63]=[C:59]([CH3:58])[S:60][CH:61]=1)[CH2:65][NH:66][C:17]([C:13]1[N:8]2[CH:9]=[C:10]([CH3:12])[CH:11]=[C:6]([O:5][CH2:4][C:3]3[C:2]([F:1])=[CH:23][CH:22]=[CH:21][C:20]=3[F:24])[C:7]2=[N:15][C:14]=1[CH3:16])=[O:19]. (10) Given the reactants [Cl-].[Na+].[C:3]([C:5]1[CH:6]=[C:7]([CH:31]=[CH:32][CH:33]=1)[O:8][C:9]1[CH:26]=[C:25]([C:27]([F:30])([F:29])[F:28])[CH:24]=[CH:23][C:10]=1[CH2:11][CH:12](C(OCC)=O)[C:13]([O:15]CC)=[O:14])#[N:4], predict the reaction product. The product is: [C:3]([C:5]1[CH:6]=[C:7]([CH:31]=[CH:32][CH:33]=1)[O:8][C:9]1[CH:26]=[C:25]([C:27]([F:29])([F:30])[F:28])[CH:24]=[CH:23][C:10]=1[CH2:11][CH2:12][C:13]([OH:15])=[O:14])#[N:4].